From a dataset of Reaction yield outcomes from USPTO patents with 853,638 reactions. Predict the reaction yield, written as a fraction of the theoretical maximum amount of product (1.0 means a 100% yield; for example, 0.34 means a 34% yield). (1) The reactants are Br[C:2]1[CH:3]=[CH:4][C:5]2[N:16]([CH2:17][C:18]3[C:26]4[C:21](=[CH:22][CH:23]=[CH:24][CH:25]=4)[N:20]([C:27]4[CH:32]=[CH:31][CH:30]=[CH:29][C:28]=4[C:33]#[N:34])[N:19]=3)[C:15](=[O:35])[C@@H:14]([NH:36][C:37](=[O:49])[C@@H:38]([N:40]([CH3:48])[C:41](=[O:47])[O:42][C:43]([CH3:46])([CH3:45])[CH3:44])[CH3:39])[C:8]3([CH2:13][CH2:12][O:11][CH2:10][CH2:9]3)[O:7][C:6]=2[CH:50]=1.[CH3:51][N:52](C=O)C. The catalyst is [NH4+].[Cl-].[C-]#N.[C-]#N.[Zn+2].C1C=CC([P]([Pd]([P](C2C=CC=CC=2)(C2C=CC=CC=2)C2C=CC=CC=2)([P](C2C=CC=CC=2)(C2C=CC=CC=2)C2C=CC=CC=2)[P](C2C=CC=CC=2)(C2C=CC=CC=2)C2C=CC=CC=2)(C2C=CC=CC=2)C2C=CC=CC=2)=CC=1. The product is [C:51]([C:2]1[CH:3]=[CH:4][C:5]2[N:16]([CH2:17][C:18]3[C:26]4[C:21](=[CH:22][CH:23]=[CH:24][CH:25]=4)[N:20]([C:27]4[CH:32]=[CH:31][CH:30]=[CH:29][C:28]=4[C:33]#[N:34])[N:19]=3)[C:15](=[O:35])[C@@H:14]([NH:36][C:37](=[O:49])[C@@H:38]([N:40]([CH3:48])[C:41](=[O:47])[O:42][C:43]([CH3:46])([CH3:45])[CH3:44])[CH3:39])[C:8]3([CH2:9][CH2:10][O:11][CH2:12][CH2:13]3)[O:7][C:6]=2[CH:50]=1)#[N:52]. The yield is 0.940. (2) The reactants are CC(OI1(OC(C)=O)(OC(C)=O)OC(=O)C2C=CC=CC1=2)=O.[C:23]([O:27][C:28]([N:30]1[CH2:34][CH:33]([OH:35])[CH:32]([CH2:36][C:37]2[CH:42]=[CH:41][CH:40]=[C:39]([NH:43][C:44]([O:46][C:47]([CH3:50])([CH3:49])[CH3:48])=[O:45])[N:38]=2)[CH2:31]1)=[O:29])([CH3:26])([CH3:25])[CH3:24].[O-]S([O-])(=S)=O.[Na+].[Na+]. The catalyst is C(Cl)Cl. The product is [C:23]([O:27][C:28]([N:30]1[CH2:34][C:33](=[O:35])[CH:32]([CH2:36][C:37]2[CH:42]=[CH:41][CH:40]=[C:39]([NH:43][C:44]([O:46][C:47]([CH3:50])([CH3:49])[CH3:48])=[O:45])[N:38]=2)[CH2:31]1)=[O:29])([CH3:25])([CH3:26])[CH3:24]. The yield is 0.960. (3) The reactants are [CH3:1][O:2][C:3](=[O:29])[C:4]1[CH:9]=[CH:8][C:7]([CH2:10][N:11]([C:13]2[CH:18]=[CH:17][C:16]([O:19][Si](C(C)(C)C)(C)C)=[CH:15][C:14]=2[CH3:27])[CH3:12])=[CH:6][C:5]=1[CH3:28].CCCC[N+](CCCC)(CCCC)CCCC.[F-].C1COCC1. The catalyst is C1COCC1. The product is [CH3:1][O:2][C:3](=[O:29])[C:4]1[CH:9]=[CH:8][C:7]([CH2:10][N:11]([C:13]2[CH:18]=[CH:17][C:16]([OH:19])=[CH:15][C:14]=2[CH3:27])[CH3:12])=[CH:6][C:5]=1[CH3:28]. The yield is 0.620. (4) The reactants are [OH:1][C:2]1[CH:7]=[CH:6][C:5]([S:8]([OH:11])(=[O:10])=O)=[CH:4][CH:3]=1.C(Cl)(=O)C([Cl:15])=O.[C:18]([O:21]C(=O)C)(=O)[CH3:19]. The catalyst is C(O)(=O)C.CN(C=O)C. The product is [C:18]([O:1][C:2]1[CH:3]=[CH:4][C:5]([S:8]([Cl:15])(=[O:10])=[O:11])=[CH:6][CH:7]=1)(=[O:21])[CH3:19]. The yield is 0.830. (5) The reactants are [CH:1]1[C:10]2[C:5](=[CH:6][CH:7]=[CH:8][CH:9]=2)[CH:4]=[CH:3][C:2]=1[C:11]1[CH:12]=[C:13]2[C:22](=[C:23]3[C:28]=1[CH:27]=[CH:26][CH:25]=[CH:24]3)[C:21]1[CH:29]=[CH:30][CH:31]=[CH:32][C:20]=1[C:19]1[C:14]2=[CH:15][CH:16]=[CH:17][CH:18]=1.[Br:33]Br. The catalyst is C(O)(=O)C. The product is [Br:33][C:31]1[CH:30]=[CH:29][C:21]2[C:22]3[C:13]([C:14]4[C:19]([C:20]=2[CH:32]=1)=[CH:18][CH:17]=[CH:16][CH:15]=4)=[CH:12][C:11]([C:2]1[CH:3]=[CH:4][C:5]2[C:10](=[CH:9][CH:8]=[CH:7][CH:6]=2)[CH:1]=1)=[C:28]1[C:23]=3[CH:24]=[CH:25][CH:26]=[CH:27]1. The yield is 0.900.